From a dataset of Forward reaction prediction with 1.9M reactions from USPTO patents (1976-2016). Predict the product of the given reaction. (1) Given the reactants [CH2:1]([CH:6]1[CH2:3][CH2:2][CH:1]([CH2:6][CH:7]=O)C[CH2:7]1)[CH2:2][CH2:3]CC.[CH2:15]([CH:18]1[CH2:23][CH2:22][CH:21]([CH:24]2[CH2:29][CH2:28][CH:27]([CH2:30][CH:31]=[O:32])[CH2:26][CH2:25]2)[CH2:20][CH2:19]1)[CH2:16][CH3:17], predict the reaction product. The product is: [CH2:2]([CH:1]1[CH2:6][CH2:7][CH:30]([CH:27]2[CH2:26][CH2:25][CH:24]([CH:21]3[CH2:22][CH2:23][CH:18]([CH2:15][CH2:16][CH3:17])[CH2:19][CH2:20]3)[CH2:29][CH2:28]2)[CH2:31][O:32]1)[CH3:3]. (2) Given the reactants [CH:1]([C:3]1[CH2:4][CH:5]([NH:8][C:9](=[O:15])[O:10][C:11]([CH3:14])([CH3:13])[CH3:12])[CH2:6][CH:7]=1)=O.[C:16]([NH2:20])([CH3:19])([CH3:18])[CH3:17].S([CH2:31][N+:32]#[C-:33])(C1C=CC(C)=CC=1)(=O)=O.C1CCN2C(=NCCC2)CC1, predict the reaction product. The product is: [C:16]([N:20]1[C:1]([C:3]2[CH2:4][CH:5]([NH:8][C:9](=[O:15])[O:10][C:11]([CH3:14])([CH3:13])[CH3:12])[CH2:6][CH:7]=2)=[CH:33][N:32]=[CH:31]1)([CH3:19])([CH3:18])[CH3:17].